From a dataset of Full USPTO retrosynthesis dataset with 1.9M reactions from patents (1976-2016). Predict the reactants needed to synthesize the given product. Given the product [CH2:29]([N:31]=[C:32]=[N:34][CH2:44][CH2:45][CH2:46][N:42]([CH3:41])[CH3:43])[CH3:28], predict the reactants needed to synthesize it. The reactants are: Cl.C1C=CC2N(O)N=NC=2C=1.O.ON1C2C=CC=CC=2N=N1.CCCC([C:28]1(CC)C(=O)[N-:34][C:32](=O)[NH:31][C:29]1=O)C.[Na+].C=[CH:41][N:42]1[C:46](=O)[CH2:45][CH2:44][CH2:43]1.II.